Dataset: Forward reaction prediction with 1.9M reactions from USPTO patents (1976-2016). Task: Predict the product of the given reaction. (1) Given the reactants Cl.[N:2]1([CH2:7][C:8]([OH:10])=O)[CH:6]=[CH:5][N:4]=[CH:3]1.[P:11](=[O:15])([OH:14])([OH:13])O.P(Cl)(Cl)Cl.Cl, predict the reaction product. The product is: [CH:5]1[N:4]=[CH:3][N:2]([CH2:7][C:8]([P:11]([OH:15])([OH:14])=[O:13])([P:11]([OH:14])([OH:13])=[O:15])[OH:10])[CH:6]=1. (2) Given the reactants [CH3:1][O:2][C:3]1[CH:8]=[C:7]([CH3:9])[C:6]([S:10]([N:13]([CH2:15][CH2:16][O:17][CH2:18][C:19]([OH:21])=O)[CH3:14])(=[O:12])=[O:11])=[C:5]([CH3:22])[CH:4]=1.Cl.Cl.[N:25]1[CH:30]=[CH:29][C:28]([CH2:31][C:32]2([OH:38])[CH2:37][CH2:36][NH:35][CH2:34][CH2:33]2)=[CH:27][CH:26]=1.C(N(CC)CC)C.C(=O)(O)[O-].[Na+], predict the reaction product. The product is: [OH:38][C:32]1([CH2:31][C:28]2[CH:29]=[CH:30][N:25]=[CH:26][CH:27]=2)[CH2:37][CH2:36][N:35]([C:19](=[O:21])[CH2:18][O:17][CH2:16][CH2:15][N:13]([CH3:14])[S:10]([C:6]2[C:5]([CH3:22])=[CH:4][C:3]([O:2][CH3:1])=[CH:8][C:7]=2[CH3:9])(=[O:11])=[O:12])[CH2:34][CH2:33]1. (3) Given the reactants Cl[C:2]1[S:3][C:4]2[CH:10]=[C:9]([C:11]([O:13][CH2:14][CH3:15])=[O:12])[CH:8]=[CH:7][C:5]=2[N:6]=1.Cl.Cl.[NH:18]1[CH2:22][CH2:21][C@@H:20]([N:23]2[CH2:28][CH2:27][CH2:26][CH2:25][CH2:24]2)[CH2:19]1.C(N(CC)CC)C.[Cl-].C1C=C2C(C(O)(O)C(=O)C2=CC=1)=O, predict the reaction product. The product is: [N:23]1([C@@H:20]2[CH2:21][CH2:22][N:18]([C:2]3[S:3][C:4]4[CH:10]=[C:9]([C:11]([O:13][CH2:14][CH3:15])=[O:12])[CH:8]=[CH:7][C:5]=4[N:6]=3)[CH2:19]2)[CH2:28][CH2:27][CH2:26][CH2:25][CH2:24]1.